The task is: Predict the reactants needed to synthesize the given product.. This data is from Full USPTO retrosynthesis dataset with 1.9M reactions from patents (1976-2016). (1) The reactants are: N12CCCN=C1CCCCC2.[N+](C1C=C([N+]([O-])=O)C=CC=1[O-])([O-])=O.[NH2:25][N+:26]1[CH:31]=[CH:30][CH:29]=[C:28]([C:32]([O:34][CH2:35][CH3:36])=[O:33])[C:27]=1[NH2:37].[F:38][C:39]([F:49])([F:48])[C:40]1[CH:41]=[C:42]([CH:45]=[CH:46][CH:47]=1)[CH:43]=O. Given the product [F:38][C:39]([F:48])([F:49])[C:40]1[CH:41]=[C:42]([C:43]2[N:37]=[C:27]3[C:28]([C:32]([O:34][CH2:35][CH3:36])=[O:33])=[CH:29][CH:30]=[CH:31][N:26]3[N:25]=2)[CH:45]=[CH:46][CH:47]=1, predict the reactants needed to synthesize it. (2) Given the product [Cl:24][C:25]1[CH:30]=[CH:29][C:28]([S:31]([CH:34]2[CH2:39][CH2:38][CH:37]([C:40]([N:1]([CH3:44])[C:2]3[CH:7]=[CH:6][C:5]([CH2:8][N:9]4[CH2:14][CH2:13][N:12]([C:15]([O:17][C:18]([CH3:19])([CH3:21])[CH3:20])=[O:16])[C@@H:11]([CH3:22])[CH2:10]4)=[C:4]([CH3:23])[CH:3]=3)=[O:42])[CH2:36][CH2:35]2)(=[O:33])=[O:32])=[CH:27][CH:26]=1, predict the reactants needed to synthesize it. The reactants are: [NH2:1][C:2]1[CH:7]=[CH:6][C:5]([CH2:8][N:9]2[CH2:14][CH2:13][N:12]([C:15]([O:17][C:18]([CH3:21])([CH3:20])[CH3:19])=[O:16])[C@@H:11]([CH3:22])[CH2:10]2)=[C:4]([CH3:23])[CH:3]=1.[Cl:24][C:25]1[CH:30]=[CH:29][C:28]([S:31]([C@H:34]2[CH2:39][CH2:38][C@H:37]([C:40]([OH:42])=O)[CH2:36][CH2:35]2)(=[O:33])=[O:32])=[CH:27][CH:26]=1.O.[CH3:44]N(C)C=O. (3) Given the product [CH3:1][C:2]1[CH:3]=[C:4]([OH:5])[C:8]([C:10]2[CH:11]=[N:12][CH:13]=[CH:14][C:15]=2[CH3:16])=[N:17][C:6]=1[CH3:7], predict the reactants needed to synthesize it. The reactants are: [CH3:1][C:2]1[CH:3]=[C:4]([C:8]([C:10]2[CH:11]=[N:12][CH:13]=[CH:14][C:15]=2[CH3:16])=O)[O:5][C:6]=1[CH3:7].[NH3:17]. (4) Given the product [Cl:1][C:2]1[CH:3]=[C:4]([CH2:8][C:9]([Cl:14])=[O:11])[CH:5]=[CH:6][CH:7]=1, predict the reactants needed to synthesize it. The reactants are: [Cl:1][C:2]1[CH:3]=[C:4]([CH2:8][C:9]([OH:11])=O)[CH:5]=[CH:6][CH:7]=1.S(Cl)([Cl:14])=O. (5) Given the product [Br:1][C:2]1[CH:7]=[C:6]([CH2:8][C:9]2[C:10]([F:16])=[CH:11][CH:12]=[CH:13][C:14]=2[F:15])[CH:5]=[C:4]([O:17][CH3:18])[C:3]=1[O:19][CH3:20], predict the reactants needed to synthesize it. The reactants are: [Br:1][C:2]1[CH:7]=[C:6]([CH2:8][C:9]2[C:14]([F:15])=[CH:13][CH:12]=[CH:11][C:10]=2[F:16])[CH:5]=[C:4]([O:17][CH3:18])[C:3]=1[OH:19].[C:20]([O-])([O-])=O.[Cs+].[Cs+].CI. (6) Given the product [CH2:1]([O:8][C:9](=[O:33])[C@@H:10]([NH:25][C:26]([O:28][C:29]([CH3:30])([CH3:32])[CH3:31])=[O:27])[CH2:11][CH2:12][C:13](=[O:24])[NH:14][C:15]1[CH:20]=[C:19]([CH3:21])[C:18]([CH3:22])=[CH:17][C:16]=1[NH:23][CH2:34][C:35]([CH3:38])([CH3:37])[CH3:36])[C:2]1[CH:7]=[CH:6][CH:5]=[CH:4][CH:3]=1, predict the reactants needed to synthesize it. The reactants are: [CH2:1]([O:8][C:9](=[O:33])[C@@H:10]([NH:25][C:26]([O:28][C:29]([CH3:32])([CH3:31])[CH3:30])=[O:27])[CH2:11][CH2:12][C:13](=[O:24])[NH:14][C:15]1[CH:20]=[C:19]([CH3:21])[C:18]([CH3:22])=[CH:17][C:16]=1[NH2:23])[C:2]1[CH:7]=[CH:6][CH:5]=[CH:4][CH:3]=1.[CH:34](=O)[C:35]([CH3:38])([CH3:37])[CH3:36].C(O[BH-](OC(=O)C)OC(=O)C)(=O)C.[Na+]. (7) The reactants are: [CH2:1]([NH:5][C:6]([C:8]1[CH:24]=[CH:23][C:11]2[S:12][C:13]3[CH:21]=[CH:20][C:19]([Cl:22])=[CH:18][C:14]=3[C:15](Cl)=[N:16][C:10]=2[CH:9]=1)=[O:7])[CH2:2][CH2:3][CH3:4].[Br-].[Cl:26][C:27]1[S:31][C:30]([Zn+])=[CH:29][CH:28]=1. Given the product [CH2:1]([NH:5][C:6]([C:8]1[CH:24]=[CH:23][C:11]2[S:12][C:13]3[CH:21]=[CH:20][C:19]([Cl:22])=[CH:18][C:14]=3[C:15]([C:30]3[S:31][C:27]([Cl:26])=[CH:28][CH:29]=3)=[N:16][C:10]=2[CH:9]=1)=[O:7])[CH2:2][CH2:3][CH3:4], predict the reactants needed to synthesize it.